From a dataset of Catalyst prediction with 721,799 reactions and 888 catalyst types from USPTO. Predict which catalyst facilitates the given reaction. (1) Reactant: [Cl:1][C:2]1[CH:34]=[CH:33][C:5]([CH2:6][C@H:7]([C:9]([N:11]2[CH:16]3[CH2:17][CH2:18][CH:12]2[CH2:13][CH:14]([N:19]([CH:27]2[CH2:32][CH2:31][CH2:30][CH2:29][CH2:28]2)[C:20]([N:22]([CH2:25][CH3:26])[CH2:23][CH3:24])=[O:21])[CH2:15]3)=[O:10])[NH2:8])=[CH:4][CH:3]=1.[O:35]1[CH2:40][CH2:39][C:38](=O)[CH2:37][CH2:36]1.C(O[BH-](OC(=O)C)OC(=O)C)(=O)C.[Na+]. Product: [Cl:1][C:2]1[CH:3]=[CH:4][C:5]([CH2:6][C@H:7]([C:9]([N:11]2[CH:16]3[CH2:17][CH2:18][CH:12]2[CH2:13][CH:14]([N:19]([CH:27]2[CH2:28][CH2:29][CH2:30][CH2:31][CH2:32]2)[C:20]([N:22]([CH2:23][CH3:24])[CH2:25][CH3:26])=[O:21])[CH2:15]3)=[O:10])[NH:8][CH:38]2[CH2:39][CH2:40][O:35][CH2:36][CH2:37]2)=[CH:33][CH:34]=1. The catalyst class is: 4. (2) Reactant: Br[C:2]1[CH:7]=[CH:6][C:5]([C:8]([OH:17])([C:13]([F:16])([F:15])[F:14])[C:9]([F:12])([F:11])[F:10])=[CH:4][CH:3]=1.[CH3:18][C@@H:19]1[NH:24][CH2:23][CH2:22][N:21](C(OC(C)(C)C)=[O:26])[CH2:20]1.CC(C)([O-])C.[Na+].C1(P(C2CCCCC2)C2C=CC=CC=2C2C(OC(C)C)=CC=CC=2OC(C)C)CCCCC1.CCN(C(C)C)C(C)C.[S:80]1[CH:84]=[CH:83][N:82]=[C:81]1[S:85](Cl)(=[O:87])=[O:86]. Product: [F:14][C:13]([F:16])([F:15])[C:8]([OH:17])=[O:26].[F:10][C:9]([F:12])([F:11])[C:8]([C:5]1[CH:6]=[CH:7][C:2]([N:24]2[CH2:23][CH2:22][N:21]([S:85]([C:81]3[S:80][CH:84]=[CH:83][N:82]=3)(=[O:87])=[O:86])[CH2:20][C@@H:19]2[CH3:18])=[CH:3][CH:4]=1)([OH:17])[C:13]([F:16])([F:15])[F:14]. The catalyst class is: 187.